From a dataset of Retrosynthesis with 50K atom-mapped reactions and 10 reaction types from USPTO. Predict the reactants needed to synthesize the given product. Given the product CC(Nc1nccc(-n2cnc3ccccc32)n1)C1CCCN(C(=O)CN(C)C)C1, predict the reactants needed to synthesize it. The reactants are: CC(Nc1nccc(-n2cnc3ccccc32)n1)C1CCCNC1.CN(C)CC(=O)O.